This data is from Forward reaction prediction with 1.9M reactions from USPTO patents (1976-2016). The task is: Predict the product of the given reaction. (1) Given the reactants [NH:1]1[C:9]2[C:4](=[CH:5][CH:6]=[C:7]([C:10]([OH:12])=O)[CH:8]=2)[CH:3]=[CH:2]1.O[N:14]=[C:15]([NH2:22])[C:16]1[CH:21]=[CH:20][CH:19]=[N:18][CH:17]=1.N, predict the reaction product. The product is: [NH:1]1[C:9]2[C:4](=[CH:5][CH:6]=[C:7]([C:10]3[O:12][N:22]=[C:15]([C:16]4[CH:17]=[N:18][CH:19]=[CH:20][CH:21]=4)[N:14]=3)[CH:8]=2)[CH:3]=[CH:2]1. (2) Given the reactants [NH2:1][C:2]1[NH:3][C:4](=[O:29])[C:5]2[N:6]=[CH:7][N:8]([CH2:11][O:12][CH2:13][CH2:14][O:15][C:16]([C:18]3([NH:21]C(OC(C)(C)C)=O)[CH2:20][CH2:19]3)=[O:17])[C:9]=2[N:10]=1.[F:30][C:31]([F:36])([F:35])[C:32]([OH:34])=[O:33], predict the reaction product. The product is: [F:30][C:31]([F:36])([F:35])[C:32]([OH:34])=[O:33].[NH2:1][C:2]1[NH:3][C:4](=[O:29])[C:5]2[N:6]=[CH:7][N:8]([CH2:11][O:12][CH2:13][CH2:14][O:15][C:16]([C:18]3([NH2:21])[CH2:20][CH2:19]3)=[O:17])[C:9]=2[N:10]=1.